This data is from Forward reaction prediction with 1.9M reactions from USPTO patents (1976-2016). The task is: Predict the product of the given reaction. (1) Given the reactants [N+:1]([C:4]1[CH:5]=[N:6][CH:7]=[CH:8][C:9]=1[N:10]1[CH2:15][CH2:14][CH2:13][C@H:12]([NH:16][C:17](=[O:23])[O:18][C:19]([CH3:22])([CH3:21])[CH3:20])[CH2:11]1)([O-:3])=[O:2].[H-].[Na+].I[CH3:27].[NH4+].[Cl-], predict the reaction product. The product is: [CH3:27][N:16]([C@H:12]1[CH2:13][CH2:14][CH2:15][N:10]([C:9]2[CH:8]=[CH:7][N:6]=[CH:5][C:4]=2[N+:1]([O-:3])=[O:2])[CH2:11]1)[C:17](=[O:23])[O:18][C:19]([CH3:20])([CH3:22])[CH3:21]. (2) Given the reactants C([O:3][C:4]([C:6]1[NH:7][C:8]2[C:13]([CH:14]=1)=[CH:12][CH:11]=[CH:10][CH:9]=2)=[O:5])C.Br[CH2:16][C:17]1[C:26]2[C:21](=[CH:22][C:23]([O:27][CH:28]([CH3:30])[CH3:29])=[CH:24][CH:25]=2)[CH:20]=[CH:19][CH:18]=1, predict the reaction product. The product is: [CH:28]([O:27][C:23]1[CH:22]=[C:21]2[C:26](=[CH:25][CH:24]=1)[C:17]([CH2:16][N:7]1[C:8]3[C:13](=[CH:12][CH:11]=[CH:10][CH:9]=3)[CH:14]=[C:6]1[C:4]([OH:3])=[O:5])=[CH:18][CH:19]=[CH:20]2)([CH3:30])[CH3:29]. (3) Given the reactants [C:1]1([OH:7])[CH:6]=[CH:5][CH:4]=[CH:3][CH:2]=1.C[C:9]([CH3:12])([O-:11])[CH3:10].[K+].C1O[C@H]1CO[S:19]([C:22]1C=[C:26]([N+:28]([O-:30])=O)[CH:25]=[CH:24][CH:23]=1)(=O)=O.C([O-])=O.[NH4+].C(#N)C.[N+](C1C=CC=CC=1S(OCC1OC1)(=O)=O)([O-])=O.[Cl:55][C:56]1[CH:61]=[CH:60][C:59]([N:62]2[CH2:67][CH2:66][NH:65][CH2:64][CH2:63]2)=[CH:58][CH:57]=1, predict the reaction product. The product is: [ClH:55].[Cl:55][C:56]1[CH:57]=[CH:58][C:59]([N:62]2[CH2:67][CH2:66][N:65]([CH2:10][C@@H:9]([OH:11])[CH2:12][O:7][C:1]3[CH:6]=[CH:5][CH:4]=[C:3]([C:26]4[C:25]5[S:19][CH:22]=[CH:23][C:24]=5[O:30][N:28]=4)[CH:2]=3)[CH2:64][CH2:63]2)=[CH:60][CH:61]=1. (4) Given the reactants [CH3:1][C:2]1([CH3:22])[CH2:10][C:9]2[NH:8][N:7]=[C:6]([C:11]3[NH:12][C:13]4[C:18]([CH:19]=3)=[CH:17][CH:16]=[C:15]([NH:20][CH3:21])[CH:14]=4)[C:5]=2[CH2:4][CH2:3]1.[O:23]=[C:24]1[CH2:29][O:28][CH2:27][CH2:26][N:25]1[CH2:30][C:31]([OH:33])=O.Cl.C(N=C=NCCCN(C)C)C, predict the reaction product. The product is: [CH3:1][C:2]1([CH3:22])[CH2:10][C:9]2[NH:8][N:7]=[C:6]([C:11]3[NH:12][C:13]4[C:18]([CH:19]=3)=[CH:17][CH:16]=[C:15]([N:20]([CH3:21])[C:31](=[O:33])[CH2:30][N:25]3[CH2:26][CH2:27][O:28][CH2:29][C:24]3=[O:23])[CH:14]=4)[C:5]=2[CH2:4][CH2:3]1. (5) Given the reactants [CH2:1]([O:4][C:5](=[O:24])[NH:6][C:7]1[CH:12]=[CH:11][CH:10]=[C:9]([C:13](=O)[CH2:14][C:15]2[CH:20]=[CH:19][N:18]=[C:17]([Cl:21])[N:16]=2)[C:8]=1[F:23])[CH:2]=[CH2:3].C1C(=O)N(Br)C(=O)C1.[NH2:33][C:34]([CH:36]1[CH2:41][CH2:40][N:39]([C:42]([O:44][C:45]([CH3:48])([CH3:47])[CH3:46])=[O:43])[CH2:38][CH2:37]1)=[S:35], predict the reaction product. The product is: [Cl:21][C:17]1[N:16]=[C:15]([C:14]2[S:35][C:34]([CH:36]3[CH2:41][CH2:40][N:39]([C:42]([O:44][C:45]([CH3:48])([CH3:47])[CH3:46])=[O:43])[CH2:38][CH2:37]3)=[N:33][C:13]=2[C:9]2[CH:10]=[CH:11][CH:12]=[C:7]([NH:6][C:5]([O:4][CH2:1][CH:2]=[CH2:3])=[O:24])[C:8]=2[F:23])[CH:20]=[CH:19][N:18]=1.